Predict the reaction yield, written as a fraction of the theoretical maximum amount of product (1.0 means a 100% yield; for example, 0.34 means a 34% yield). From a dataset of Reaction yield outcomes from USPTO patents with 853,638 reactions. (1) The reactants are O[C:2]1[CH:3]=[C:4]([NH:8][C:9]2[N:14]=[C:13]([NH:15][C:16]3[CH:21]=[CH:20][CH:19]=[C:18](O)[CH:17]=3)[C:12]([F:23])=[CH:11][N:10]=2)[CH:5]=[CH:6][CH:7]=1.[NH2:24][C:25]1C=C(C=CC=1)C#N.Cl[C:34]1N=C(Cl)C(F)=C[N:35]=1. No catalyst specified. The product is [C:25]([C:2]1[CH:3]=[C:4]([NH:8][C:9]2[N:14]=[C:13]([NH:15][C:16]3[CH:21]=[CH:20][CH:19]=[C:18]([C:34]#[N:35])[CH:17]=3)[C:12]([F:23])=[CH:11][N:10]=2)[CH:5]=[CH:6][CH:7]=1)#[N:24]. The yield is 0.760. (2) The reactants are Br[C:2]1[C:3]([C:10]([O:12][CH3:13])=[O:11])=[N:4][C:5]([S:8][CH3:9])=[N:6][CH:7]=1.C(N(CC)CC)C.[C:21]([CH:23]1[CH2:25][CH2:24]1)#[CH:22]. The catalyst is CN(C=O)C.C(OCC)(=O)C.[Cu]I.Cl[Pd](Cl)([P](C1C=CC=CC=1)(C1C=CC=CC=1)C1C=CC=CC=1)[P](C1C=CC=CC=1)(C1C=CC=CC=1)C1C=CC=CC=1. The product is [CH:23]1([C:21]#[C:22][C:2]2[C:3]([C:10]([O:12][CH3:13])=[O:11])=[N:4][C:5]([S:8][CH3:9])=[N:6][CH:7]=2)[CH2:25][CH2:24]1. The yield is 0.860. (3) The reactants are [CH3:1][O:2][C:3]1[CH:4]=[C:5]2[C:10](=[CH:11][C:12]=1[O:13][CH3:14])[N:9]=[CH:8][CH:7]=[C:6]2[O:15][C:16]1[CH:22]=[CH:21][C:19]([NH2:20])=[CH:18][CH:17]=1.C1(C)C=CC=CC=1.C(N(CC)CC)C.Cl[C:38](Cl)([O:40][C:41](=[O:47])OC(Cl)(Cl)Cl)Cl.[F:49][C:50]([F:61])([F:60])[C:51]1[CH:52]=[C:53]([CH:57]=[CH:58][CH:59]=1)[CH2:54]CO. The catalyst is C(Cl)Cl. The product is [CH3:1][O:2][C:3]1[CH:4]=[C:5]2[C:10](=[CH:11][C:12]=1[O:13][CH3:14])[N:9]=[CH:8][CH:7]=[C:6]2[O:15][C:16]1[CH:22]=[CH:21][C:19]([NH:20][C:41](=[O:47])[O:40][CH2:38][CH2:54][C:53]2[CH:57]=[CH:58][CH:59]=[C:51]([C:50]([F:49])([F:60])[F:61])[CH:52]=2)=[CH:18][CH:17]=1. The yield is 0.760. (4) The product is [CH3:20][O:19][C:5]1[CH:4]=[C:3]([CH2:1][NH:26][CH2:21][CH2:22][CH:23]([CH3:25])[CH3:24])[CH:18]=[CH:17][C:6]=1[O:7][C:8]1[CH:16]=[CH:15][C:11]([C:12]([NH2:14])=[O:13])=[CH:10][N:9]=1. The yield is 0.303. The reactants are [CH:1]([C:3]1[CH:18]=[CH:17][C:6]([O:7][C:8]2[CH:16]=[CH:15][C:11]([C:12]([NH2:14])=[O:13])=[CH:10][N:9]=2)=[C:5]([O:19][CH3:20])[CH:4]=1)=O.[CH2:21]([NH2:26])[CH2:22][CH:23]([CH3:25])[CH3:24]. No catalyst specified.